Dataset: Forward reaction prediction with 1.9M reactions from USPTO patents (1976-2016). Task: Predict the product of the given reaction. (1) Given the reactants [C:1]([O:5][C:6]([N:8]1[CH2:13][CH2:12][N:11]([C:14]2[N:22]([C:23]3[CH:28]=[CH:27][CH:26]=[CH:25][C:24]=3[Cl:29])[C:21]3[C:20](=[O:30])[NH:19][C:18](=[O:31])[N:17]([CH2:32][C:33]([O:35][CH3:36])=[O:34])[C:16]=3[N:15]=2)[CH2:10][CH2:9]1)=[O:7])([CH3:4])([CH3:3])[CH3:2].C(=O)([O-])[O-].[K+].[K+].[CH:43]1[CH:48]=[CH:47][C:46]([CH2:49][CH2:50]Br)=[CH:45][CH:44]=1, predict the reaction product. The product is: [C:1]([O:5][C:6]([N:8]1[CH2:13][CH2:12][N:11]([C:14]2[N:22]([C:23]3[CH:28]=[CH:27][CH:26]=[CH:25][C:24]=3[Cl:29])[C:21]3[C:20](=[O:30])[N:19]([CH2:50][CH2:49][C:46]4[CH:47]=[CH:48][CH:43]=[CH:44][CH:45]=4)[C:18](=[O:31])[N:17]([CH2:32][C:33]([O:35][CH3:36])=[O:34])[C:16]=3[N:15]=2)[CH2:10][CH2:9]1)=[O:7])([CH3:4])([CH3:3])[CH3:2]. (2) Given the reactants C[C:2]([CH3:4])=[O:3].[C@@H:5]12[C:14](=[O:15])[O:13][C:11](=[O:12])[C@@H:6]1[CH2:7][CH2:8][CH2:9][CH2:10]2.[C:16]([OH:21])(=[O:20])[C:17]([CH3:19])=[CH2:18], predict the reaction product. The product is: [C:16]([O:21][CH2:4][CH2:2][O:3][C:11]([CH:6]1[CH2:7][CH2:8][CH2:9][CH2:10][CH:5]1[C:14]([OH:13])=[O:15])=[O:12])(=[O:20])[C:17]([CH3:19])=[CH2:18]. (3) Given the reactants Cl[C:2]1[N:7]=[N:6][C:5]([CH3:8])=[C:4]([C:9]2[S:13][C:12]([C:14]([O:16][CH3:17])=[O:15])=[CH:11][CH:10]=2)[CH:3]=1.[C:18]([O-])([O-])=O.[Cs+].[Cs+].CB1OB(C)OB(C)O1, predict the reaction product. The product is: [CH3:8][C:5]1[N:6]=[N:7][C:2]([CH3:18])=[CH:3][C:4]=1[C:9]1[S:13][C:12]([C:14]([O:16][CH3:17])=[O:15])=[CH:11][CH:10]=1. (4) Given the reactants [OH:1][C:2]1[CH:7]=[CH:6][CH:5]=[CH:4][N:3]=1.[C:8]([O:13][CH2:14][C:15]1[CH:20]=[CH:19][CH:18]=[CH:17][CH:16]=1)(=[O:12])[CH:9]([CH3:11])O.C1(P(C2C=CC=CC=2)C2C=CC=CC=2)C=CC=CC=1.CCOC(/N=N/C(OCC)=O)=O, predict the reaction product. The product is: [N:3]1[CH:4]=[CH:5][CH:6]=[CH:7][C:2]=1[O:1][CH:9]([CH3:11])[C:8]([O:13][CH2:14][C:15]1[CH:20]=[CH:19][CH:18]=[CH:17][CH:16]=1)=[O:12]. (5) Given the reactants S(=O)(=O)(O)O.O.O.[C:8]1([CH:16]=[C:14]([OH:15])[CH:13]=[C:11]([OH:12])[CH:10]=1)[OH:9].[C:17]([CH2:22][C:23](OCC)=[O:24])(=O)[CH2:18][CH2:19][CH3:20], predict the reaction product. The product is: [OH:9][C:8]1[CH:16]=[C:14]([OH:15])[CH:13]=[C:11]2[C:10]=1[C:17]([CH2:18][CH2:19][CH3:20])=[CH:22][C:23](=[O:24])[O:12]2. (6) The product is: [Br:1][C:2]1[CH:3]=[C:4]2[N:9]=[CH:10][NH:8][C:5]2=[N:6][CH:7]=1. Given the reactants [Br:1][C:2]1[CH:3]=[C:4]([NH2:9])[C:5]([NH2:8])=[N:6][CH:7]=1.[CH2:10](OC(OCC)OCC)C, predict the reaction product. (7) Given the reactants [CH3:1][C:2]1[N:7]=[C:6]([C:8]([NH:10][C:11]2[C:12]([C:22]([OH:24])=O)=[N:13][N:14]([CH:16]3[CH2:21][CH2:20][CH2:19][CH2:18][O:17]3)[CH:15]=2)=[O:9])[CH:5]=[CH:4][CH:3]=1.[F:25][C:26]([F:30])([F:29])[CH2:27][NH2:28].CCN=C=NCCCN(C)C.C1C=CC2N(O)N=NC=2C=1.C(=O)([O-])O.[Na+], predict the reaction product. The product is: [CH3:1][C:2]1[N:7]=[C:6]([C:8]([NH:10][C:11]2[C:12]([C:22]([NH:28][CH2:27][C:26]([F:30])([F:29])[F:25])=[O:24])=[N:13][N:14]([CH:16]3[CH2:21][CH2:20][CH2:19][CH2:18][O:17]3)[CH:15]=2)=[O:9])[CH:5]=[CH:4][CH:3]=1. (8) The product is: [F:1][C:2]1[CH:7]=[CH:6][C:5]([C:8]2[CH:13]=[CH:12][N:11]=[C:10]([NH:14][C:15]([CH:17]3[CH2:22][CH2:21][NH:20][CH2:19][CH2:18]3)=[O:16])[CH:9]=2)=[C:4]([O:30][CH3:31])[CH:3]=1. Given the reactants [F:1][C:2]1[CH:7]=[CH:6][C:5]([C:8]2[CH:13]=[CH:12][N:11]=[C:10]([NH:14][C:15]([CH:17]3[CH2:22][CH2:21][N:20](C(OC(C)(C)C)=O)[CH2:19][CH2:18]3)=[O:16])[CH:9]=2)=[C:4]([O:30][CH3:31])[CH:3]=1.C(C1CCN(C(OC(C)(C)C)=O)CC1)(=O)N.ClC1C=C(C2C=CC(F)=CC=2OC)C=CN=1.C([O-])([O-])=O.[Cs+].[Cs+].CC1(C)C2C(=C(P(C3C=CC=CC=3)C3C=CC=CC=3)C=CC=2)OC2C(P(C3C=CC=CC=3)C3C=CC=CC=3)=CC=CC1=2, predict the reaction product.